From a dataset of Catalyst prediction with 721,799 reactions and 888 catalyst types from USPTO. Predict which catalyst facilitates the given reaction. (1) Reactant: Cl.[I:2][C:3]1[CH:12]=[CH:11][C:6]([O:7][CH2:8][CH2:9][NH2:10])=[CH:5][CH:4]=1.C(=O)(O)[O-].[Na+]. Product: [I:2][C:3]1[CH:12]=[CH:11][C:6]([O:7][CH2:8][CH2:9][NH2:10])=[CH:5][CH:4]=1. The catalyst class is: 22. (2) Reactant: Cl[C:2]1[CH:7]=[C:6]([Cl:8])[N:5]=[C:4]([NH:9][CH3:10])[N:3]=1.[CH:11]1([NH:17][C:18]([C@H:20]2[O:25][CH2:24][C@@H:23]([CH2:26][CH3:27])[NH:22][CH2:21]2)=[O:19])[CH2:16][CH2:15][CH2:14][CH2:13][CH2:12]1.CCN(C(C)C)C(C)C. Product: [Cl:8][C:6]1[N:5]=[C:4]([NH:9][CH3:10])[N:3]=[C:2]([N:22]2[C@H:23]([CH2:26][CH3:27])[CH2:24][O:25][C@H:20]([C:18]([NH:17][CH:11]3[CH2:16][CH2:15][CH2:14][CH2:13][CH2:12]3)=[O:19])[CH2:21]2)[CH:7]=1. The catalyst class is: 144.